Predict the reaction yield, written as a fraction of the theoretical maximum amount of product (1.0 means a 100% yield; for example, 0.34 means a 34% yield). From a dataset of Reaction yield outcomes from USPTO patents with 853,638 reactions. The reactants are C(=O)([O-])[O-].[K+].[K+].C(O)(CC)(C)C.C(O)CO.[CH:17]([C:20]1[CH:25]=[CH:24][CH:23]=[CH:22][C:21]=1I)([CH3:19])[CH3:18].[CH:27]([C:30]1[CH:35]=[CH:34][CH:33]=[CH:32][C:31]=1[SH:36])([CH3:29])[CH3:28].CCCCCCCCCCCC. The catalyst is C(OCC)(=O)C. The product is [CH:17]([C:20]1[CH:25]=[CH:24][CH:23]=[CH:22][C:21]=1[S:36][C:31]1[CH:32]=[CH:33][CH:34]=[CH:35][C:30]=1[CH:27]([CH3:29])[CH3:28])([CH3:19])[CH3:18]. The yield is 0.910.